Dataset: Forward reaction prediction with 1.9M reactions from USPTO patents (1976-2016). Task: Predict the product of the given reaction. (1) Given the reactants COC1C=CC(C[N:8](CC2C=CC(OC)=CC=2)[C:9]2[N:14]=[C:13]([CH3:15])[N:12]=[C:11]([C:16]3[C:17]([NH:24][C:25]4[CH:26]=[N:27][C:28]([O:31][CH3:32])=[CH:29][CH:30]=4)=[N:18][CH:19]=[C:20]([CH:23]=3)[CH:21]=O)[N:10]=2)=CC=1.[CH2:44]([CH2:46][NH2:47])[OH:45], predict the reaction product. The product is: [NH2:8][C:9]1[N:14]=[C:13]([CH3:15])[N:12]=[C:11]([C:16]2[CH:23]=[C:20]([CH2:21][NH:47][CH2:46][CH2:44][OH:45])[CH:19]=[N:18][C:17]=2[NH:24][C:25]2[CH:26]=[N:27][C:28]([O:31][CH3:32])=[CH:29][CH:30]=2)[N:10]=1. (2) Given the reactants [F:1][C:2]([F:12])([F:11])[O:3][C:4]1[CH:10]=[CH:9][C:7]([NH2:8])=[CH:6][CH:5]=1.Cl[C:14]1[C:15](=[O:33])[N:16]([CH2:26][C:27]2[CH:28]=[N:29][CH:30]=[CH:31][CH:32]=2)[C:17](=[O:25])[C:18]=1[C:19]1[CH:24]=[CH:23][CH:22]=[CH:21][CH:20]=1.O, predict the reaction product. The product is: [C:19]1([C:18]2[C:17](=[O:25])[N:16]([CH2:26][C:27]3[CH:28]=[N:29][CH:30]=[CH:31][CH:32]=3)[C:15](=[O:33])[C:14]=2[NH:8][C:7]2[CH:9]=[CH:10][C:4]([O:3][C:2]([F:11])([F:12])[F:1])=[CH:5][CH:6]=2)[CH:24]=[CH:23][CH:22]=[CH:21][CH:20]=1. (3) Given the reactants Cl[C:2]1[N:7]=[C:6]([C:8]([F:11])([F:10])[F:9])[CH:5]=[CH:4][N:3]=1.CS(O)(=O)=O.[Br:17][C:18]1[CH:19]=[C:20]([CH:22]=[C:23]([CH3:25])[CH:24]=1)[NH2:21], predict the reaction product. The product is: [Br:17][C:18]1[CH:19]=[C:20]([NH:21][C:2]2[N:7]=[C:6]([C:8]([F:11])([F:10])[F:9])[CH:5]=[CH:4][N:3]=2)[CH:22]=[C:23]([CH3:25])[CH:24]=1. (4) Given the reactants [CH2:1]([C@H:8]([NH:20]C(=O)OC(C)(C)C)[C@H:9]([OH:19])[CH2:10][NH:11][O:12][CH:13]1[CH2:18][CH2:17][CH2:16][CH2:15][CH2:14]1)[C:2]1[CH:7]=[CH:6][CH:5]=[CH:4][CH:3]=1, predict the reaction product. The product is: [NH2:20][C@@H:8]([CH2:1][C:2]1[CH:7]=[CH:6][CH:5]=[CH:4][CH:3]=1)[C@H:9]([OH:19])[CH2:10][NH:11][O:12][CH:13]1[CH2:14][CH2:15][CH2:16][CH2:17][CH2:18]1. (5) Given the reactants [CH3:1][C:2]1[O:3][CH:4]=[C:5]([C:7]#[N:8])[N:6]=1.[CH2:9]([Mg]Br)[CH3:10].B(F)(F)F.[OH-].[Na+], predict the reaction product. The product is: [CH3:1][C:2]1[O:3][CH:4]=[C:5]([C:7]2([NH2:8])[CH2:10][CH2:9]2)[N:6]=1.